Dataset: Reaction yield outcomes from USPTO patents with 853,638 reactions. Task: Predict the reaction yield, written as a fraction of the theoretical maximum amount of product (1.0 means a 100% yield; for example, 0.34 means a 34% yield). (1) The reactants are [CH3:1][O:2][C:3]1[CH:4]=[C:5]([C:11]([C:13]2[CH:18]=[C:17]([O:19][CH3:20])[CH:16]=[C:15]([O:21][CH3:22])[CH:14]=2)=[O:12])[CH:6]=[C:7]([O:9][CH3:10])[CH:8]=1.[CH2:23]1COC[CH2:24]1.C([Mg]Br)#C.CC(C)=O.CCCCCC. The catalyst is C(OCC)C. The product is [CH3:22][O:21][C:15]1[CH:14]=[C:13]([C:11]([C:5]2[CH:6]=[C:7]([O:9][CH3:10])[CH:8]=[C:3]([O:2][CH3:1])[CH:4]=2)([OH:12])[C:23]#[CH:24])[CH:18]=[C:17]([O:19][CH3:20])[CH:16]=1. The yield is 0.730. (2) The reactants are [C:1]([C@H:5]1[CH2:10][CH2:9][C@H:8]([O:11][C:12]2[C:13]([C:33]([F:36])([F:35])[F:34])=[C:14]3[C:19](=[CH:20][CH:21]=2)[CH:18]=[C:17]([C:22]2([NH:26]S(C(C)(C)C)=O)[CH2:25][O:24][CH2:23]2)[CH:16]=[CH:15]3)[CH2:7][CH2:6]1)([CH3:4])([CH3:3])[CH3:2].C(Cl)Cl.Cl.CCOCC. The catalyst is C1CCCCC1. The product is [C:1]([C@H:5]1[CH2:6][CH2:7][C@H:8]([O:11][C:12]2[C:13]([C:33]([F:36])([F:34])[F:35])=[C:14]3[C:19](=[CH:20][CH:21]=2)[CH:18]=[C:17]([C:22]2([NH2:26])[CH2:23][O:24][CH2:25]2)[CH:16]=[CH:15]3)[CH2:9][CH2:10]1)([CH3:4])([CH3:2])[CH3:3]. The yield is 0.800. (3) The reactants are CON(C)[C:4]([C:6]1[O:7][C:8]2[CH:15]=[CH:14][C:13]([CH3:16])=[CH:12][C:9]=2[C:10]=1[CH3:11])=[O:5].[H-].[Al+3].[Li+].[H-].[H-].[H-].O. The catalyst is O1CCCC1. The product is [CH3:11][C:10]1[C:9]2[CH:12]=[C:13]([CH3:16])[CH:14]=[CH:15][C:8]=2[O:7][C:6]=1[CH:4]=[O:5]. The yield is 0.740. (4) The reactants are [N-:1]=[N+:2]=[N-:3].[Na+].[C:5]([O:9][C:10]([N:12]([CH2:16][C:17]1[CH:18]=[C:19]([CH2:24][CH2:25]OS(C2C=CC(C)=CC=2)(=O)=O)[CH:20]=[CH:21][C:22]=1[Cl:23])[CH:13]1[CH2:15][CH2:14]1)=[O:11])([CH3:8])([CH3:7])[CH3:6]. The catalyst is CN(C=O)C. The product is [C:5]([O:9][C:10](=[O:11])[N:12]([CH2:16][C:17]1[CH:18]=[C:19]([CH2:24][CH2:25][N:1]=[N+:2]=[N-:3])[CH:20]=[CH:21][C:22]=1[Cl:23])[CH:13]1[CH2:15][CH2:14]1)([CH3:7])([CH3:6])[CH3:8]. The yield is 0.940. (5) The reactants are C([O:3][C:4](=O)[CH2:5][O:6][C:7]1[CH:16]=[C:15]2[C:10]([C:11]([N:18]3[CH2:22][CH2:21][CH2:20][CH2:19]3)=[CH:12][C:13]([CH3:17])=[N:14]2)=[CH:9][CH:8]=1)C.[BH4-].[Na+].Cl. The catalyst is C(O)C. The product is [CH3:17][C:13]1[CH:12]=[C:11]([N:18]2[CH2:19][CH2:20][CH2:21][CH2:22]2)[C:10]2[C:15](=[CH:16][C:7]([O:6][CH2:5][CH2:4][OH:3])=[CH:8][CH:9]=2)[N:14]=1. The yield is 0.800.